The task is: Regression. Given a peptide amino acid sequence and an MHC pseudo amino acid sequence, predict their binding affinity value. This is MHC class II binding data.. This data is from Peptide-MHC class II binding affinity with 134,281 pairs from IEDB. (1) The peptide sequence is AYESYKFIPALEAAV. The MHC is DRB3_0202 with pseudo-sequence DRB3_0202. The binding affinity (normalized) is 0.781. (2) The peptide sequence is EVLKGPFTVRYTTEG. The MHC is DRB1_1302 with pseudo-sequence DRB1_1302. The binding affinity (normalized) is 0.159. (3) The peptide sequence is LHFSEALHIIAGTPE. The MHC is DRB3_0202 with pseudo-sequence DRB3_0202. The binding affinity (normalized) is 0.276. (4) The peptide sequence is SRSFLKHSLLRTQRL. The MHC is HLA-DQA10501-DQB10301 with pseudo-sequence HLA-DQA10501-DQB10301. The binding affinity (normalized) is 0.0403.